Dataset: Forward reaction prediction with 1.9M reactions from USPTO patents (1976-2016). Task: Predict the product of the given reaction. (1) The product is: [O:10]1[C:6]2[CH:5]=[C:4]([NH2:1])[CH:12]=[CH:11][C:7]=2[N:8]=[CH:9]1. Given the reactants [N+:1]([C:4]1[CH:12]=[CH:11][C:7]2[N:8]=[CH:9][O:10][C:6]=2[CH:5]=1)([O-])=O.N#N, predict the reaction product. (2) Given the reactants [H-].[Na+].[CH3:3][C:4]1[C:12]2[C:7](=[CH:8][CH:9]=[CH:10][C:11]=2[C:13]2[CH:14]=[N:15][C:16]3[C:21]([CH:22]=2)=[CH:20][CH:19]=[CH:18][CH:17]=3)[NH:6][N:5]=1.[Br:23][C:24]1[CH:31]=[C:30](F)[CH:29]=[CH:28][C:25]=1[C:26]#[N:27], predict the reaction product. The product is: [Br:23][C:24]1[CH:31]=[C:30]([N:6]2[C:7]3[C:12](=[C:11]([C:13]4[CH:14]=[N:15][C:16]5[C:21]([CH:22]=4)=[CH:20][CH:19]=[CH:18][CH:17]=5)[CH:10]=[CH:9][CH:8]=3)[C:4]([CH3:3])=[N:5]2)[CH:29]=[CH:28][C:25]=1[C:26]#[N:27].